From a dataset of Forward reaction prediction with 1.9M reactions from USPTO patents (1976-2016). Predict the product of the given reaction. (1) Given the reactants C[O:2][C:3]([C:5]1[NH:6][C:7]2[C:12]([CH:13]=1)=[CH:11][C:10]([OH:14])=[CH:9][CH:8]=2)=[O:4].C1(O)C=CC=CC=1.[CH2:22]([C:29]1[CH:30]=[N:31][C:32]2[C:37]([C:38]=1[C:39]1[CH:40]=[C:41]([CH2:45]O)[CH:42]=[CH:43][CH:44]=1)=[CH:36][CH:35]=[CH:34][C:33]=2[C:47]([F:50])([F:49])[F:48])[C:23]1[CH:28]=[CH:27][CH:26]=[CH:25][CH:24]=1, predict the reaction product. The product is: [CH2:22]([C:29]1[CH:30]=[N:31][C:32]2[C:37]([C:38]=1[C:39]1[CH:40]=[C:41]([CH:42]=[CH:43][CH:44]=1)[CH2:45][O:14][C:10]1[CH:11]=[C:12]3[C:7](=[CH:8][CH:9]=1)[NH:6][C:5]([C:3]([OH:2])=[O:4])=[CH:13]3)=[CH:36][CH:35]=[CH:34][C:33]=2[C:47]([F:50])([F:49])[F:48])[C:23]1[CH:24]=[CH:25][CH:26]=[CH:27][CH:28]=1. (2) Given the reactants Br[C:2]1[CH:3]=[C:4]([C:14]([O:16][CH3:17])=[O:15])[N:5]([C:7]2[C:12]([Cl:13])=[CH:11][CH:10]=[CH:9][N:8]=2)[CH:6]=1.[CH2:18]([O:20]C([Sn](CCCC)(CCCC)CCCC)=C)[CH3:19].[Cl-].[Li+], predict the reaction product. The product is: [C:18]([C:2]1[CH:3]=[C:4]([C:14]([O:16][CH3:17])=[O:15])[N:5]([C:7]2[C:12]([Cl:13])=[CH:11][CH:10]=[CH:9][N:8]=2)[CH:6]=1)(=[O:20])[CH3:19].